Dataset: Forward reaction prediction with 1.9M reactions from USPTO patents (1976-2016). Task: Predict the product of the given reaction. (1) Given the reactants [Br:1][C:2]1[CH:7]=[C:6](F)[CH:5]=[C:4]([N+:9]([O-:11])=[O:10])[C:3]=1[CH3:12].[F:13][C:14]1[CH:19]=[C:18]([F:20])[CH:17]=[CH:16][C:15]=1[OH:21].C(=O)([O-])[O-].[K+].[K+], predict the reaction product. The product is: [Br:1][C:2]1[CH:7]=[C:6]([O:21][C:15]2[CH:16]=[CH:17][C:18]([F:20])=[CH:19][C:14]=2[F:13])[CH:5]=[C:4]([N+:9]([O-:11])=[O:10])[C:3]=1[CH3:12]. (2) Given the reactants Br[C:2]1[CH:7]=[CH:6][C:5]([N:8]2[C:12]3[N:13]=[C:14]([NH:17][C@H:18]4[CH2:22][CH2:21][C@H:20]([OH:23])[CH2:19]4)[N:15]=[CH:16][C:11]=3[N:10]=[N:9]2)=[CH:4][CH:3]=1.[CH3:24][N:25]1[CH:29]=[C:28](B2OC(C)(C)C(C)(C)O2)[CH:27]=[N:26]1.C(=O)([O-])[O-].[K+].[K+], predict the reaction product. The product is: [CH3:24][N:25]1[CH:29]=[C:28]([C:2]2[CH:7]=[CH:6][C:5]([N:8]3[C:12]4[N:13]=[C:14]([NH:17][C@H:18]5[CH2:22][CH2:21][C@H:20]([OH:23])[CH2:19]5)[N:15]=[CH:16][C:11]=4[N:10]=[N:9]3)=[CH:4][CH:3]=2)[CH:27]=[N:26]1. (3) Given the reactants [C:1]([N:8]([C:13]1[CH:18]=[CH:17][CH:16]=[CH:15][CH:14]=1)CC(O)=O)([O:3]C(C)(C)C)=O.[ClH:19].[N:20]1([CH:27]2[CH2:32][CH2:31][NH:30][CH2:29][CH2:28]2)[CH2:25][CH2:24][CH2:23][CH2:22][C:21]1=[O:26].C([N:35]([CH2:38][CH3:39])CC)C.F[P-](F)(F)(F)(F)F.N1(O[P+](N(C)C)(N(C)C)N(C)C)C2[CH:52]=[CH:53][CH:54]=[CH:55][C:50]=2N=N1.C[N:68]([CH:70]=[O:71])C, predict the reaction product. The product is: [N:20]1([CH:27]2[CH2:32][CH2:31][N:30]([C:38]([C:39]3[CH:52]=[CH:53][CH:54]=[CH:55][CH:50]=3)([NH:35][C:1]([NH:8][C:13]3[CH:14]=[CH:15][C:16]([Cl:19])=[CH:17][CH:18]=3)=[O:3])[C:70]([NH2:68])=[O:71])[CH2:29][CH2:28]2)[CH2:25][CH2:24][CH2:23][CH2:22][C:21]1=[O:26]. (4) Given the reactants [C:1]([C:4]1[C:8]([CH3:9])=[C:7]([Cl:10])[S:6][C:5]=1Cl)(=[O:3])[CH3:2].[C:12]1(B(O)O)[CH:17]=[CH:16][CH:15]=[CH:14][CH:13]=1.C(=O)(O)[O-].[Na+], predict the reaction product. The product is: [C:1]([C:4]1[C:8]([CH3:9])=[C:7]([Cl:10])[S:6][C:5]=1[C:12]1[CH:17]=[CH:16][CH:15]=[CH:14][CH:13]=1)(=[O:3])[CH3:2].